From a dataset of Forward reaction prediction with 1.9M reactions from USPTO patents (1976-2016). Predict the product of the given reaction. Given the reactants [CH:1]([C:4]1[CH:11]=[CH:10][C:7]([CH:8]=O)=[CH:6][CH:5]=1)([CH3:3])[CH3:2].[NH2:12][C:13]1[S:14][C:15]([S:18]([C:21]2[CH:26]=[CH:25][C:24]([N+:27]([O-:29])=[O:28])=[CH:23][CH:22]=2)(=[O:20])=[O:19])=[CH:16][N:17]=1.C([O:32][C:33](=O)[C:34]([OH:45])=[CH:35][C:36](=[O:44])[CH2:37][C:38]1[CH:43]=[CH:42][CH:41]=[CH:40][CH:39]=1)C, predict the reaction product. The product is: [OH:45][C:34]1[C:33](=[O:32])[N:12]([C:13]2[S:14][C:15]([S:18]([C:21]3[CH:22]=[CH:23][C:24]([N+:27]([O-:29])=[O:28])=[CH:25][CH:26]=3)(=[O:19])=[O:20])=[CH:16][N:17]=2)[CH:8]([C:7]2[CH:10]=[CH:11][C:4]([CH:1]([CH3:3])[CH3:2])=[CH:5][CH:6]=2)[C:35]=1[C:36](=[O:44])[CH2:37][C:38]1[CH:43]=[CH:42][CH:41]=[CH:40][CH:39]=1.